Dataset: Full USPTO retrosynthesis dataset with 1.9M reactions from patents (1976-2016). Task: Predict the reactants needed to synthesize the given product. (1) Given the product [CH2:1]([O:3][C:4]([C:6]1[C:10]([O:11][CH2:12][C:13]([F:15])([F:16])[F:14])=[C:9]([C:17]([O:19][CH2:20][CH3:21])=[O:18])[N:8]([CH2:25][C:26](=[O:27])[NH:28][C:29]2[CH:34]=[CH:33][C:32]([Cl:35])=[CH:31][N:30]=2)[N:7]=1)=[O:5])[CH3:2], predict the reactants needed to synthesize it. The reactants are: [CH2:1]([O:3][C:4]([C:6]1[C:10]([O:11][CH2:12][C:13]([F:16])([F:15])[F:14])=[C:9]([C:17]([O:19][CH2:20][CH3:21])=[O:18])[NH:8][N:7]=1)=[O:5])[CH3:2].[H-].[Na+].Br[CH2:25][C:26]([NH:28][C:29]1[CH:34]=[CH:33][C:32]([Cl:35])=[CH:31][N:30]=1)=[O:27]. (2) Given the product [C:22]([NH:1][C:2]1([C:8]([OH:10])=[O:9])[CH2:7][CH2:6][CH2:5][CH2:4][CH2:3]1)([O:24][C:25]([CH3:28])([CH3:27])[CH3:26])=[O:23], predict the reactants needed to synthesize it. The reactants are: [NH2:1][C:2]1([C:8]([OH:10])=[O:9])[CH2:7][CH2:6][CH2:5][CH2:4][CH2:3]1.O.O.O.O.O.[OH-].C[N+](C)(C)C.[C:22](O[C:22]([O:24][C:25]([CH3:28])([CH3:27])[CH3:26])=[O:23])([O:24][C:25]([CH3:28])([CH3:27])[CH3:26])=[O:23].